Dataset: Reaction yield outcomes from USPTO patents with 853,638 reactions. Task: Predict the reaction yield, written as a fraction of the theoretical maximum amount of product (1.0 means a 100% yield; for example, 0.34 means a 34% yield). (1) The reactants are Cl.[NH2:2]O.[CH2:4]([N:11]1[CH2:16][CH2:15][N:14]([CH2:17][C:18]2[CH:23]=[CH:22][CH:21]=[CH:20][CH:19]=2)[CH2:13][C@@H:12]1[C:24]1[CH:31]=[CH:30][C:27]([CH:28]=O)=[CH:26][CH:25]=1)[C:5]1[CH:10]=[CH:9][CH:8]=[CH:7][CH:6]=1. The catalyst is [OH-].[Na+].C(O)C. The product is [CH2:4]([N:11]1[CH2:16][CH2:15][N:14]([CH2:17][C:18]2[CH:23]=[CH:22][CH:21]=[CH:20][CH:19]=2)[CH2:13][C@@H:12]1[C:24]1[CH:31]=[CH:30][C:27]([C:28]#[N:2])=[CH:26][CH:25]=1)[C:5]1[CH:10]=[CH:9][CH:8]=[CH:7][CH:6]=1. The yield is 0.640. (2) The reactants are [C:1]([N:5]1[C:9]([C:10]2[CH:15]=[CH:14][C:13]([O:16][CH3:17])=[CH:12][CH:11]=2)=[C:8]([C:18]2[S:19][CH:20]=[C:21]([CH2:23][C:24]([OH:26])=O)[N:22]=2)[CH:7]=[N:6]1)([CH3:4])([CH3:3])[CH3:2].CN(C(ON1N=NC2C=CC=NC1=2)=[N+](C)C)C.F[P-](F)(F)(F)(F)F.CCN(C(C)C)C(C)C.[O:60]1[CH2:65][CH2:64][CH:63]([CH2:66][NH2:67])[CH2:62][CH2:61]1. The catalyst is CN(C=O)C.O. The product is [C:1]([N:5]1[C:9]([C:10]2[CH:15]=[CH:14][C:13]([O:16][CH3:17])=[CH:12][CH:11]=2)=[C:8]([C:18]2[S:19][CH:20]=[C:21]([CH2:23][C:24]([NH:67][CH2:66][CH:63]3[CH2:64][CH2:65][O:60][CH2:61][CH2:62]3)=[O:26])[N:22]=2)[CH:7]=[N:6]1)([CH3:3])([CH3:4])[CH3:2]. The yield is 0.930. (3) The catalyst is CO.[Pd]. The reactants are [F:1][C:2]1[CH:7]=[CH:6][CH:5]=[CH:4][C:3]=1/[CH:8]=[CH:9]/[C:10]1[CH:15]=[CH:14][N:13]=[CH:12][C:11]=1[C:16]([O:18][CH2:19][CH3:20])=[O:17]. The yield is 0.530. The product is [F:1][C:2]1[CH:7]=[CH:6][CH:5]=[CH:4][C:3]=1[CH2:8][CH2:9][C:10]1[CH:15]=[CH:14][N:13]=[CH:12][C:11]=1[C:16]([O:18][CH2:19][CH3:20])=[O:17]. (4) The reactants are C([O:5][C:6]1[C:7]([CH2:13][N:14]2[CH2:19][CH2:18][CH:17]([C:20](=[O:29])[CH2:21][C:22]3[CH:27]=[CH:26][CH:25]=[CH:24][C:23]=3[F:28])[CH2:16][CH2:15]2)=[N:8][CH:9]=[C:10]([F:12])[N:11]=1)(C)(C)C. The catalyst is FC(F)(F)C(O)=O. The product is [F:12][C:10]1[NH:11][C:6](=[O:5])[C:7]([CH2:13][N:14]2[CH2:19][CH2:18][CH:17]([C:20](=[O:29])[CH2:21][C:22]3[CH:27]=[CH:26][CH:25]=[CH:24][C:23]=3[F:28])[CH2:16][CH2:15]2)=[N:8][CH:9]=1. The yield is 0.930. (5) The reactants are [CH2:1]([O:4][CH2:5][CH2:6][OH:7])[CH:2]=[CH2:3].CCN(CC)CC.[F:15][C:16]([F:27])([F:26])[C:17](O[C:17](=[O:18])[C:16]([F:27])([F:26])[F:15])=[O:18]. The catalyst is CN(C1C=CN=CC=1)C.C(Cl)Cl. The product is [F:15][C:16]([F:27])([F:26])[C:17]([O:7][CH2:6][CH2:5][O:4][CH2:1][CH:2]=[CH2:3])=[O:18]. The yield is 0.720. (6) The reactants are C(/N=[CH:6]/[C:7]1[C:12]([CH2:13][CH3:14])=[CH:11][CH:10]=[CH:9][C:8]=1[Cl:15])CCC.S(=O)(=O)(O)[OH:17]. The catalyst is O.C(OCC)(=O)C. The product is [Cl:15][C:8]1[CH:9]=[CH:10][CH:11]=[C:12]([CH2:13][CH3:14])[C:7]=1[CH:6]=[O:17]. The yield is 0.770. (7) The yield is 0.580. The product is [NH2:4][C:5]1[CH:6]=[CH:30][C:26]([C@H:27]([N:19]([CH:20]([CH3:21])[CH3:31])[CH3:18])[C:28]([N:24]([CH3:25])[CH3:23])=[O:29])=[CH:9][CH:10]=1. The catalyst is O.CN(C=O)C. The reactants are ON1[C:6]2N=C[CH:9]=[CH:10][C:5]=2[N:4]=N1.Cl.CN(C)CCCN=[C:18]=[N:19][CH2:20][CH3:21].[CH3:23][NH:24][CH3:25].[CH2:26]1[CH2:30][O:29][CH2:28][CH2:27]1.[C:31](=O)([O-])[O-].[K+].[K+].